From a dataset of Catalyst prediction with 721,799 reactions and 888 catalyst types from USPTO. Predict which catalyst facilitates the given reaction. (1) Reactant: [NH2:1][C@@H:2]([CH2:7][CH2:8][S:9][CH3:10])[C:3]([O:5][CH3:6])=[O:4].C(N(CC)CC)C.[C:18](O[C:18]([O:20][C:21]([CH3:24])([CH3:23])[CH3:22])=[O:19])([O:20][C:21]([CH3:24])([CH3:23])[CH3:22])=[O:19]. Product: [C:21]([O:20][C:18]([NH:1][C@@H:2]([CH2:7][CH2:8][S:9][CH3:10])[C:3]([O:5][CH3:6])=[O:4])=[O:19])([CH3:24])([CH3:23])[CH3:22]. The catalyst class is: 4. (2) Reactant: [I-].[CH3:2][S+](C)(C)=O.[H-].[Na+].C([O:12][CH2:13][C@@H:14]1[C@@H:21]2[C@@H:17]([O:18][C:19]([CH3:23])([CH3:22])[O:20]2)[C@H:16]([N:24]2[CH:32]=[N:31][C:30]3[C:25]2=[N:26][CH:27]=[N:28][C:29]=3[CH:33]=[CH2:34])[O:15]1)(=O)C.[NH4+].[Cl-]. Product: [CH:33]1([C:29]2[N:28]=[CH:27][N:26]=[C:25]3[C:30]=2[N:31]=[CH:32][N:24]3[C@H:16]2[C@@H:17]3[O:18][C:19]([CH3:23])([CH3:22])[O:20][C@@H:21]3[C@@H:14]([CH2:13][OH:12])[O:15]2)[CH2:34][CH2:2]1. The catalyst class is: 16. (3) Reactant: [C:1]([C:5]1[CH:12]=[CH:11][C:8]([CH:9]=O)=[CH:7][CH:6]=1)([CH3:4])([CH3:3])[CH3:2].[CH3:13][O:14][C:15]1[CH:20]=[CH:19][C:18]([CH2:21][CH2:22][NH2:23])=[CH:17][CH:16]=1.[BH4-].[Na+]. Product: [C:1]([C:5]1[CH:12]=[CH:11][C:8]([CH2:9][NH:23][CH2:22][CH2:21][C:18]2[CH:19]=[CH:20][C:15]([O:14][CH3:13])=[CH:16][CH:17]=2)=[CH:7][CH:6]=1)([CH3:4])([CH3:3])[CH3:2]. The catalyst class is: 240. (4) Reactant: [Cl:1][C:2]1[CH:9]=[CH:8][C:5]([CH2:6]Br)=[CH:4][CH:3]=1.[N-:10]=[N+:11]=[N-:12].[Na+]. Product: [N:10]([CH2:6][C:5]1[CH:8]=[CH:9][C:2]([Cl:1])=[CH:3][CH:4]=1)=[N+:11]=[N-:12]. The catalyst class is: 21. (5) Product: [Cl:1][C:2]1[CH:3]=[N:4][CH:5]=[C:6]([CH:10]=1)[C:7]([NH:12][CH3:11])=[O:8]. Reactant: [Cl:1][C:2]1[CH:3]=[N:4][CH:5]=[C:6]([CH:10]=1)[C:7](O)=[O:8].[CH3:11][N:12](C=O)C.O=S(Cl)Cl. The catalyst class is: 26. (6) Reactant: [I:1][C:2]1[CH:3]=[C:4]([S:10]([CH3:13])(=[O:12])=[O:11])[CH:5]=[C:6]([O:8]C)[CH:7]=1.[I-].[Na+].C[Si](Cl)(C)C. Product: [I:1][C:2]1[CH:7]=[C:6]([OH:8])[CH:5]=[C:4]([S:10]([CH3:13])(=[O:11])=[O:12])[CH:3]=1. The catalyst class is: 47.